This data is from Peptide-MHC class II binding affinity with 134,281 pairs from IEDB. The task is: Regression. Given a peptide amino acid sequence and an MHC pseudo amino acid sequence, predict their binding affinity value. This is MHC class II binding data. (1) The peptide sequence is CKYGSLKPNCGNKVV. The MHC is DRB1_0901 with pseudo-sequence DRB1_0901. The binding affinity (normalized) is 0.332. (2) The peptide sequence is GELQIVDKNDAAFKI. The binding affinity (normalized) is 0.342. The MHC is DRB1_1201 with pseudo-sequence DRB1_1201. (3) The peptide sequence is ISDFRAAIANYHYDA. The MHC is DRB1_0802 with pseudo-sequence DRB1_0802. The binding affinity (normalized) is 0.835.